From a dataset of Reaction yield outcomes from USPTO patents with 853,638 reactions. Predict the reaction yield, written as a fraction of the theoretical maximum amount of product (1.0 means a 100% yield; for example, 0.34 means a 34% yield). The reactants are [CH3:1][S:2][C:3]1[CH:8]=[CH:7][CH:6]=[CH:5][C:4]=1[C:9]1[NH:13][CH:12]=[C:11]([CH:14]=[O:15])[CH:10]=1.ClC1C=CC=C(C(OO)=[O:24])C=1.S([O-])([O-])(=O)=S.[Na+].[Na+]. The catalyst is C(OCC)(=O)C. The product is [CH3:1][S:2]([C:3]1[CH:8]=[CH:7][CH:6]=[CH:5][C:4]=1[C:9]1[NH:13][CH:12]=[C:11]([CH:14]=[O:15])[CH:10]=1)=[O:24]. The yield is 0.750.